Task: Regression. Given two drug SMILES strings and cell line genomic features, predict the synergy score measuring deviation from expected non-interaction effect.. Dataset: NCI-60 drug combinations with 297,098 pairs across 59 cell lines Drug 1: CCC(=C(C1=CC=CC=C1)C2=CC=C(C=C2)OCCN(C)C)C3=CC=CC=C3.C(C(=O)O)C(CC(=O)O)(C(=O)O)O. Drug 2: C(=O)(N)NO. Cell line: SW-620. Synergy scores: CSS=2.42, Synergy_ZIP=-3.10, Synergy_Bliss=-1.67, Synergy_Loewe=-0.238, Synergy_HSA=-0.238.